Dataset: Reaction yield outcomes from USPTO patents with 853,638 reactions. Task: Predict the reaction yield, written as a fraction of the theoretical maximum amount of product (1.0 means a 100% yield; for example, 0.34 means a 34% yield). (1) The reactants are CCN(CC)CC.[Cl:8][C:9]1[N:14]=[C:13](Cl)[CH:12]=[CH:11][N:10]=1.[NH2:16][C:17]1[CH:18]=[C:19]2[C:23](=[CH:24][CH:25]=1)[NH:22][C:21]([CH3:26])=[CH:20]2. The catalyst is CCO. The product is [Cl:8][C:9]1[N:14]=[C:13]([NH:16][C:17]2[CH:18]=[C:19]3[C:23](=[CH:24][CH:25]=2)[NH:22][C:21]([CH3:26])=[CH:20]3)[CH:12]=[CH:11][N:10]=1. The yield is 0.800. (2) The catalyst is C(O)C. The reactants are [C:1]([C:4]1[C:5]([O:23][CH3:24])=[C:6]([N:12]2[C:20]3[C:15](=[CH:16][CH:17]=[CH:18][CH:19]=3)[C:14]([Cl:21])=[C:13]2[Cl:22])[C:7](=[O:11])[N:8]([CH3:10])[N:9]=1)(=[O:3])[CH3:2].[BH4-].[Na+]. The yield is 0.750. The product is [Cl:22][C:13]1[N:12]([C:6]2[C:7](=[O:11])[N:8]([CH3:10])[N:9]=[C:4]([CH:1]([OH:3])[CH3:2])[C:5]=2[O:23][CH3:24])[C:20]2[C:15]([C:14]=1[Cl:21])=[CH:16][CH:17]=[CH:18][CH:19]=2. (3) The reactants are C([Si](C)(C)[O:6][CH2:7][CH2:8][C:9]1[C:14]([CH2:15][CH3:16])=[CH:13][C:12]([C:17]2[N:22]=[C:21]([NH:23][C:24](=[O:29])[C:25]([CH3:28])([CH3:27])[CH3:26])[CH:20]=[CH:19][CH:18]=2)=[C:11]([O:30][CH3:31])[CH:10]=1)(C)(C)C.CCCC[N+](CCCC)(CCCC)CCCC.[F-]. The catalyst is C1COCC1. The product is [CH2:15]([C:14]1[C:9]([CH2:8][CH2:7][OH:6])=[CH:10][C:11]([O:30][CH3:31])=[C:12]([C:17]2[N:22]=[C:21]([NH:23][C:24](=[O:29])[C:25]([CH3:28])([CH3:26])[CH3:27])[CH:20]=[CH:19][CH:18]=2)[CH:13]=1)[CH3:16]. The yield is 0.923.